Dataset: Forward reaction prediction with 1.9M reactions from USPTO patents (1976-2016). Task: Predict the product of the given reaction. (1) The product is: [CH3:25][C:15]1[CH:20]=[CH:19][C:18]([S:21]([O:1][CH2:2][CH2:3][O:4][CH2:5][CH2:6][OH:7])(=[O:23])=[O:22])=[CH:17][CH:16]=1. Given the reactants [OH:1][CH2:2][CH2:3][O:4][CH2:5][CH2:6][OH:7].C(N(CC)CC)C.[C:15]1([CH3:25])[CH:20]=[CH:19][C:18]([S:21](Cl)(=[O:23])=[O:22])=[CH:17][CH:16]=1, predict the reaction product. (2) Given the reactants [Br:1][C:2]1[N:6]=[C:5]([CH:7]=O)[N:4]([CH3:9])[N:3]=1.[Cl-].[CH3:11][C:12]1[N:17]2[N:18]=[C:19]([CH2:21][P+](C3C=CC=CC=3)(C3C=CC=CC=3)C3C=CC=CC=3)[N:20]=[C:16]2[C:15]([CH3:41])=[CH:14][N:13]=1.C1CCN2C(=NCCC2)CC1, predict the reaction product. The product is: [Br:1][C:2]1[N:6]=[C:5](/[CH:7]=[CH:21]/[C:19]2[N:20]=[C:16]3[N:17]([C:12]([CH3:11])=[N:13][CH:14]=[C:15]3[CH3:41])[N:18]=2)[N:4]([CH3:9])[N:3]=1. (3) Given the reactants [S:1]1[CH:5]=[CH:4][CH:3]=[C:2]1[S:6](Cl)(=[O:8])=[O:7].[C:10]([NH2:14])([CH3:13])([CH3:12])[CH3:11].C1(C)C=CC=CC=1, predict the reaction product. The product is: [C:10]([NH:14][S:6]([C:2]1[S:1][CH:5]=[CH:4][CH:3]=1)(=[O:8])=[O:7])([CH3:13])([CH3:12])[CH3:11]. (4) Given the reactants [Cl:1][C:2]1[CH:3]=[C:4]([NH:9][C:10]2[N:15]=[C:14]([N:16]3[CH:20]=[CH:19][C:18]([C:21]([F:24])([F:23])[F:22])=[N:17]3)[C:13](B(O)O)=[CH:12][N:11]=2)[CH:5]=[CH:6][C:7]=1[F:8].Br[C:29]1[N:34]=[C:33]([C:35]([O:37]C)=[O:36])[CH:32]=[CH:31][CH:30]=1.C([O-])([O-])=O.[K+].[K+].O1CCOCC1, predict the reaction product. The product is: [Cl:1][C:2]1[CH:3]=[C:4]([NH:9][C:10]2[N:15]=[C:14]([N:16]3[CH:20]=[CH:19][C:18]([C:21]([F:24])([F:23])[F:22])=[N:17]3)[C:13]([C:29]3[N:34]=[C:33]([C:35]([OH:37])=[O:36])[CH:32]=[CH:31][CH:30]=3)=[CH:12][N:11]=2)[CH:5]=[CH:6][C:7]=1[F:8]. (5) Given the reactants [CH3:1][O:2][C:3]1[CH:8]=[CH:7][C:6]([C:9]2[N:10]=[C:11]([C:22]3([O:28][CH3:29])[CH2:27][CH2:26][NH:25][CH2:24][CH2:23]3)[S:12][C:13]=2[C:14]2[CH:19]=[CH:18][C:17]([O:20][CH3:21])=[CH:16][CH:15]=2)=[CH:5][CH:4]=1.ClC(Cl)(O[C:34](=[O:40])OC(Cl)(Cl)Cl)Cl.C(N(CC)CC)C.Cl.[CH3:50][NH:51][OH:52], predict the reaction product. The product is: [CH3:1][O:2][C:3]1[CH:8]=[CH:7][C:6]([C:9]2[N:10]=[C:11]([C:22]3([O:28][CH3:29])[CH2:27][CH2:26][N:25]([C:34](=[O:40])[N:51]([OH:52])[CH3:50])[CH2:24][CH2:23]3)[S:12][C:13]=2[C:14]2[CH:15]=[CH:16][C:17]([O:20][CH3:21])=[CH:18][CH:19]=2)=[CH:5][CH:4]=1. (6) Given the reactants [CH3:1][O:2][C:3](=[O:13])[C:4]1[CH:9]=[CH:8][C:7]([CH2:10][OH:11])=[N:6][C:5]=1[Cl:12].[CH3:14]I, predict the reaction product. The product is: [CH3:1][O:2][C:3](=[O:13])[C:4]1[CH:9]=[CH:8][C:7]([CH2:10][O:11][CH3:14])=[N:6][C:5]=1[Cl:12]. (7) The product is: [CH3:29][N:30]([CH3:39])[CH2:31][CH2:32][N:33]1[CH2:38][CH2:37][N:36]([C:5]2[N:6]=[CH:7][C:8]3[CH:14]=[C:13]([C:15]4[CH:16]=[CH:17][CH:18]=[CH:19][CH:20]=4)[C:12]([C:21]4[CH:28]=[CH:27][C:24]([CH:25]=[O:26])=[CH:23][CH:22]=4)=[N:11][C:9]=3[N:10]=2)[CH2:35][CH2:34]1. Given the reactants C(S([C:5]1[N:6]=[CH:7][C:8]2[CH:14]=[C:13]([C:15]3[CH:20]=[CH:19][CH:18]=[CH:17][CH:16]=3)[C:12]([C:21]3[CH:28]=[CH:27][C:24]([CH:25]=[O:26])=[CH:23][CH:22]=3)=[N:11][C:9]=2[N:10]=1)=O)C.[CH3:29][N:30]([CH3:39])[CH2:31][CH2:32][N:33]1[CH2:38][CH2:37][NH:36][CH2:35][CH2:34]1, predict the reaction product. (8) Given the reactants [Cl:1][C:2]1[C:7]([Cl:8])=[C:6]([Cl:9])[CH:5]=[CH:4][C:3]=1[OH:10].F[C:12]1[CH:17]=[CH:16][CH:15]=[CH:14][C:13]=1[N+:18]([O-:20])=[O:19].[Cl:21][C:22]1[C:35]([Cl:36])=[C:34]([Cl:37])[CH:33]=[CH:32][C:23]=1[O:24][C:25]1[CH:31]=[CH:30][CH:29]=[CH:28][C:26]=1[NH2:27].[NH2:38][C:39]1[S:40][CH:41]=[CH:42][N:43]=1, predict the reaction product. The product is: [Cl:1][C:2]1[C:7]([Cl:8])=[C:6]([Cl:9])[CH:5]=[CH:4][C:3]=1[O:10][C:12]1[CH:17]=[CH:16][CH:15]=[CH:14][C:13]=1[N+:18]([O-:20])=[O:19].[Cl:21][C:22]1[C:35]([Cl:36])=[C:34]([Cl:37])[CH:33]=[CH:32][C:23]=1[O:24][C:25]1[CH:31]=[CH:30][CH:29]=[CH:28][C:26]=1[NH:27][C:3]([NH:38][C:39]1[S:40][CH:41]=[CH:42][N:43]=1)=[O:10]. (9) Given the reactants [CH3:1][CH:2]1[O:6][CH:5]([CH2:7]O)[CH2:4][CH2:3]1.CC(OI1(OC(C)=O)(OC(C)=O)OC(=O)C2C=CC=CC1=2)=O.[Cl:31][C:32]1[CH:33]=[N:34][CH:35]=[C:36]([Cl:49])[C:37]=1[CH:38]([O:41][Si:42]([CH2:47][CH3:48])([CH2:45][CH3:46])[CH2:43][CH3:44])[CH2:39][NH2:40].CC(O)=O.[BH-](OC(C)=O)(OC(C)=O)OC(C)=O.[Na+], predict the reaction product. The product is: [Cl:31][C:32]1[CH:33]=[N:34][CH:35]=[C:36]([Cl:49])[C:37]=1[CH:38]([O:41][Si:42]([CH2:45][CH3:46])([CH2:47][CH3:48])[CH2:43][CH3:44])[CH2:39][NH:40][CH2:7][CH:5]1[CH2:4][CH2:3][CH:2]([CH3:1])[O:6]1.